This data is from Reaction yield outcomes from USPTO patents with 853,638 reactions. The task is: Predict the reaction yield, written as a fraction of the theoretical maximum amount of product (1.0 means a 100% yield; for example, 0.34 means a 34% yield). (1) The reactants are C[O:2][C:3]([C:5]1[CH:14]=[C:13]([OH:15])[C:12]2[C:7](=[C:8]([O:27]CC3C=CC=CC=3)[CH:9]=[C:10]([C:16]#[C:17][CH2:18][O:19]CC3C=CC=CC=3)[CH:11]=2)[N:6]=1)=[O:4].C(OC(C1C=C(OCC2C=CC=CC=2)C2C(=C(OCC3C=CC=CC=3)C=C(C#CCOCC3C=CC=CC=3)C=2)N=1)=O)C1C=CC=CC=1. No catalyst specified. The product is [OH:15][C:13]1[C:12]2[C:7](=[C:8]([OH:27])[CH:9]=[C:10]([CH2:16][CH2:17][CH2:18][OH:19])[CH:11]=2)[N:6]=[C:5]([C:3]([OH:4])=[O:2])[CH:14]=1. The yield is 0.710. (2) The reactants are F[C:2]1[CH:7]=[CH:6][C:5]([N+:8]([O-:10])=[O:9])=[CH:4][C:3]=1[C:11]1[C:19]2[C:14](=[C:15]([O:20][CH3:21])[N:16]=[CH:17][CH:18]=2)[N:13]([CH3:22])[CH:12]=1.[F:23][C:24]1[CH:29]=[C:28]([F:30])[CH:27]=[CH:26][C:25]=1[OH:31].C(=O)([O-])[O-].[Cs+].[Cs+]. The catalyst is CS(C)=O. The product is [F:23][C:24]1[CH:29]=[C:28]([F:30])[CH:27]=[CH:26][C:25]=1[O:31][C:2]1[CH:7]=[CH:6][C:5]([N+:8]([O-:10])=[O:9])=[CH:4][C:3]=1[C:11]1[C:19]2[C:14](=[C:15]([O:20][CH3:21])[N:16]=[CH:17][CH:18]=2)[N:13]([CH3:22])[CH:12]=1. The yield is 0.950. (3) The yield is 0.150. The product is [O:16]1[C:21]2[CH:22]=[CH:23][C:24]([CH2:26][NH:27][C@H:28]3[CH2:33][CH2:32][C@H:31]([CH2:34][O:14][C:13]([C:7]4[CH:8]=[N:9][C:10]5[C:5]([CH:6]=4)=[N:4][C:3]([O:2][CH3:1])=[CH:12][CH:11]=5)=[O:15])[CH2:30][CH2:29]3)=[CH:25][C:20]=2[O:19][CH2:18][CH2:17]1. The catalyst is CN(C)C=O.CN(C)C1C=CN=CC=1. The reactants are [CH3:1][O:2][C:3]1[N:4]=[C:5]2[C:10](=[CH:11][CH:12]=1)[N:9]=[CH:8][C:7]([C:13]([OH:15])=[O:14])=[CH:6]2.[O:16]1[C:21]2[CH:22]=[CH:23][C:24]([CH2:26][NH:27][C@H:28]3[CH2:33][CH2:32][C@H:31]([CH2:34]O)[CH2:30][CH2:29]3)=[CH:25][C:20]=2[O:19][CH2:18][CH2:17]1.Cl.CN(C)CCCN=C=NCC. (4) The reactants are [NH:1]([C:5]1[CH:11]=[CH:10][C:8]([OH:9])=[CH:7][CH:6]=1)[C:2]([CH3:4])=[O:3].C([O-])([O-])=O.[Cs+].[Cs+].Br[CH2:19][C:20]1[C:29]([N+:30]([O-:32])=[O:31])=[CH:28][CH:27]=[C:26]2[C:21]=1[CH:22]=[CH:23][CH:24]=[N:25]2.O. The catalyst is CN(C=O)C. The product is [N+:30]([C:29]1[C:20]([CH2:19][O:9][C:8]2[CH:10]=[CH:11][C:5]([NH:1][C:2](=[O:3])[CH3:4])=[CH:6][CH:7]=2)=[C:21]2[C:26](=[CH:27][CH:28]=1)[N:25]=[CH:24][CH:23]=[CH:22]2)([O-:32])=[O:31]. The yield is 0.250. (5) The reactants are [F:1][C:2]1[CH:7]=[CH:6][C:5]([N:8]2[C:16]3[C:11](=[CH:12][C:13]([C:18](OC)=[O:19])=[C:14]([CH3:17])[CH:15]=3)[CH:10]=[N:9]2)=[CH:4][CH:3]=1.[Li+].[BH4-]. The catalyst is C1COCC1. The product is [F:1][C:2]1[CH:3]=[CH:4][C:5]([N:8]2[C:16]3[C:11](=[CH:12][C:13]([CH2:18][OH:19])=[C:14]([CH3:17])[CH:15]=3)[CH:10]=[N:9]2)=[CH:6][CH:7]=1. The yield is 0.750. (6) The reactants are [F:1][C:2]([F:7])([F:6])[C:3]([OH:5])=[O:4].[CH2:8]([O:10][C:11]1[CH:12]=[C:13]([CH:20]([NH:24][C:25]2[CH:30]=[CH:29][C:28]([C:31](=[NH:33])[NH2:32])=[CH:27][CH:26]=2)[C:21](O)=[O:22])[CH:14]=[CH:15][C:16]=1[O:17][CH2:18][CH3:19])[CH3:9].O.ON1C2C=CC=CC=2N=N1.Cl.C(N=C=NCCCN(C)C)C.[N:57]1[CH:62]=[CH:61][CH:60]=[CH:59][C:58]=1[NH:63][NH2:64]. The catalyst is CN(C)C=O. The product is [F:1][C:2]([F:7])([F:6])[C:3]([OH:5])=[O:4].[CH2:8]([O:10][C:11]1[CH:12]=[C:13]([CH:20]([NH:24][C:25]2[CH:26]=[CH:27][C:28]([C:31]([NH2:32])=[NH:33])=[CH:29][CH:30]=2)[C:21]([NH:64][NH:63][C:58]2[CH:59]=[CH:60][CH:61]=[CH:62][N:57]=2)=[O:22])[CH:14]=[CH:15][C:16]=1[O:17][CH2:18][CH3:19])[CH3:9]. The yield is 0.540. (7) The reactants are [N+:1]([C:4]1[CH:5]=[CH:6][C:7]([CH:10](C(OCC)=O)[C:11]([O:13][CH2:14][CH3:15])=[O:12])=[N:8][CH:9]=1)([O-:3])=[O:2].[Na+].[Cl-].O. The catalyst is CS(C)=O. The product is [N+:1]([C:4]1[CH:5]=[CH:6][C:7]([CH2:10][C:11]([O:13][CH2:14][CH3:15])=[O:12])=[N:8][CH:9]=1)([O-:3])=[O:2]. The yield is 0.550. (8) The reactants are [CH3:1][N:2]([CH3:10])[C:3]1[CH:4]=[C:5]([OH:9])[CH:6]=[CH:7][CH:8]=1.C([O:13][C:14](=O)[C:15]([C:28]#[N:29])=[CH:16][C:17]1[CH:22]=[C:21]([O:23][CH3:24])[C:20]([O:25][CH3:26])=[C:19]([Br:27])[CH:18]=1)C. No catalyst specified. The product is [C:28]([C:15]1[C:14](=[O:13])[O:9][C:5]2[C:6]([C:16]=1[C:17]1[CH:22]=[C:21]([O:23][CH3:24])[C:20]([O:25][CH3:26])=[C:19]([Br:27])[CH:18]=1)=[CH:7][CH:8]=[C:3]([N:2]([CH3:10])[CH3:1])[CH:4]=2)#[N:29]. The yield is 0.00500.